This data is from Reaction yield outcomes from USPTO patents with 853,638 reactions. The task is: Predict the reaction yield, written as a fraction of the theoretical maximum amount of product (1.0 means a 100% yield; for example, 0.34 means a 34% yield). The yield is 0.900. The product is [CH3:26][C:21]1[C:20]([C:7]2[C:8]3[O:13][CH2:12][C@H:11]([C:14]4[CH:19]=[CH:18][CH:17]=[CH:16][N:15]=4)[N:10]4[C:2]([C:35]5[CH2:40][CH2:39][N:38]([C:41]([O:43][C:44]([CH3:47])([CH3:46])[CH3:45])=[O:42])[CH2:37][CH:36]=5)=[N:3][C:4]([C:9]=34)=[CH:5][CH:6]=2)=[C:24]([CH3:25])[O:23][N:22]=1. The catalyst is O1CCOCC1.O.C1(P(C2CCCCC2)C2C=CC=CC=2C2C(C(C)C)=CC(C(C)C)=CC=2C(C)C)CCCCC1.NC1C=CC=CC=1C1C=CC=CC=1[Pd]Cl. The reactants are Cl[C:2]1[N:10]2[C@@H:11]([C:14]3[CH:19]=[CH:18][CH:17]=[CH:16][N:15]=3)[CH2:12][O:13][C:8]3=[C:9]2[C:4](=[CH:5][CH:6]=[C:7]3[C:20]2[C:21]([CH3:26])=[N:22][O:23][C:24]=2[CH3:25])[N:3]=1.CC1(C)C(C)(C)OB([C:35]2[CH2:36][CH2:37][N:38]([C:41]([O:43][C:44]([CH3:47])([CH3:46])[CH3:45])=[O:42])[CH2:39][CH:40]=2)O1.P([O-])([O-])([O-])=O.[K+].[K+].[K+].